Dataset: Reaction yield outcomes from USPTO patents with 853,638 reactions. Task: Predict the reaction yield, written as a fraction of the theoretical maximum amount of product (1.0 means a 100% yield; for example, 0.34 means a 34% yield). (1) The catalyst is CN(C=O)C.O. The product is [F:24][C:25]1[CH:26]=[C:27]([CH:30]=[CH:31][CH:32]=1)[CH2:28][N:8]([CH2:7][C:6]1[CH:22]=[CH:23][C:3]([O:2][CH3:1])=[CH:4][CH:5]=1)[S:9]([C:12]1[CH:13]=[CH:14][C:15]([C:16]([O:18][CH3:19])=[O:17])=[CH:20][CH:21]=1)(=[O:11])=[O:10]. The yield is 0.800. The reactants are [CH3:1][O:2][C:3]1[CH:23]=[CH:22][C:6]([CH2:7][NH:8][S:9]([C:12]2[CH:21]=[CH:20][C:15]([C:16]([O:18][CH3:19])=[O:17])=[CH:14][CH:13]=2)(=[O:11])=[O:10])=[CH:5][CH:4]=1.[F:24][C:25]1[CH:26]=[C:27]([CH:30]=[CH:31][CH:32]=1)[CH2:28]Br.C(=O)([O-])[O-].[Cs+].[Cs+]. (2) The reactants are C(N(CC)CC)C.[F:8][CH2:9][C@H:10]1[CH2:14][N:13]([C@@H:15]([C:17]2[CH:22]=[CH:21][CH:20]=[CH:19][CH:18]=2)[CH3:16])[C:12](=[O:23])[C@@H:11]1O.CS(Cl)(=O)=O.[N-:30]=[N+:31]=[N-:32].[Na+]. The catalyst is O.C(Cl)Cl. The product is [N:30]([C@H:11]1[C@@H:10]([CH2:9][F:8])[CH2:14][N:13]([C@@H:15]([C:17]2[CH:22]=[CH:21][CH:20]=[CH:19][CH:18]=2)[CH3:16])[C:12]1=[O:23])=[N+:31]=[N-:32]. The yield is 0.630. (3) The reactants are Cl[C:2]1[C:11]2[C:6](=[CH:7][C:8]([O:14][CH2:15][CH:16]3[CH2:21][CH2:20][N:19]([CH3:22])[CH2:18][CH2:17]3)=[C:9]([O:12][CH3:13])[CH:10]=2)[N:5]=[CH:4][N:3]=1.[OH:23][C:24]1[CH:33]=[CH:32][C:31]2[C:26](=[CH:27][CH:28]=[CH:29][CH:30]=2)[CH:25]=1.C(=O)([O-])[O-].[K+].[K+].C(Cl)Cl. The catalyst is CN(C=O)C. The product is [CH3:13][O:12][C:9]1[CH:10]=[C:11]2[C:6](=[CH:7][C:8]=1[O:14][CH2:15][CH:16]1[CH2:21][CH2:20][N:19]([CH3:22])[CH2:18][CH2:17]1)[N:5]=[CH:4][N:3]=[C:2]2[O:23][C:24]1[CH:33]=[CH:32][C:31]2[C:26](=[CH:27][CH:28]=[CH:29][CH:30]=2)[CH:25]=1. The yield is 0.830. (4) The reactants are Cl[CH2:2][CH2:3][CH2:4][O:5][C:6]1[CH:11]=[CH:10][C:9]([C:12]2[CH:17]=[CH:16][C:15]([C:18]#[N:19])=[C:14]([F:20])[CH:13]=2)=[CH:8][CH:7]=1.[CH3:21][N:22]([CH3:28])[C@@H:23]1[CH2:27][CH2:26][NH:25][CH2:24]1. No catalyst specified. The product is [CH3:21][N:22]([CH3:28])[C@@H:23]1[CH2:27][CH2:26][N:25]([CH2:2][CH2:3][CH2:4][O:5][C:6]2[CH:11]=[CH:10][C:9]([C:12]3[CH:17]=[CH:16][C:15]([C:18]#[N:19])=[C:14]([F:20])[CH:13]=3)=[CH:8][CH:7]=2)[CH2:24]1. The yield is 0.630. (5) The reactants are [N+:1]([C:4]1[CH:9]=[CH:8][C:7]([OH:10])=[CH:6][C:5]=1[C:11]([F:14])([F:13])[F:12])([O-])=O. The catalyst is CO.[Pd]. The product is [NH2:1][C:4]1[CH:9]=[CH:8][C:7]([OH:10])=[CH:6][C:5]=1[C:11]([F:12])([F:13])[F:14]. The yield is 0.950. (6) The reactants are C(O)(=O)C.[Cl:5][C:6]1[CH:7]=[N:8][N:9]([C:11]([CH3:18])([CH3:17])[C:12](=[NH:16])OCC)[CH:10]=1.[NH2:19][C:20]1[CH:21]=[CH:22][C:23]([N:27]2[CH2:32][CH2:31][CH2:30][C@@H:29]([C:33]([N:35]3[CH2:39][CH2:38][CH2:37][CH2:36]3)=[O:34])[CH2:28]2)=[N:24][C:25]=1N. The catalyst is C(O)C. The product is [Cl:5][C:6]1[CH:7]=[N:8][N:9]([C:11]([C:12]2[NH:16][C:25]3=[N:24][C:23]([N:27]4[CH2:32][CH2:31][CH2:30][C@@H:29]([C:33]([N:35]5[CH2:39][CH2:38][CH2:37][CH2:36]5)=[O:34])[CH2:28]4)=[CH:22][CH:21]=[C:20]3[N:19]=2)([CH3:17])[CH3:18])[CH:10]=1. The yield is 0.250. (7) The reactants are C([Li])CCC.Br[C:7]1[C:8]([CH3:17])=[N:9][C:10]([O:15][CH3:16])=[C:11]([CH2:13][CH3:14])[CH:12]=1.[C:18]([C:20]1[CH:21]=[C:22]([CH:25]=[CH:26][CH:27]=1)[CH:23]=[O:24])#[N:19]. The catalyst is O1CCCC1. The product is [CH2:13]([C:11]1[CH:12]=[C:7]([CH:23]([OH:24])[C:22]2[CH:21]=[C:20]([CH:27]=[CH:26][CH:25]=2)[C:18]#[N:19])[C:8]([CH3:17])=[N:9][C:10]=1[O:15][CH3:16])[CH3:14]. The yield is 0.560. (8) The reactants are C([NH:8][C@H:9]1[CH2:14][CH2:13][O:12][C@@H:11]([CH2:15][OH:16])[CH2:10]1)C1C=CC=CC=1. The catalyst is CO.[Pd]. The product is [NH2:8][C@H:9]1[CH2:14][CH2:13][O:12][C@@H:11]([CH2:15][OH:16])[CH2:10]1. The yield is 0.770. (9) The reactants are [CH2:1]([Mg]Cl)[CH2:2][CH3:3].CN1CCCC1=O.Br[C:14]1[CH:19]=[CH:18][C:17]([F:20])=[CH:16][N:15]=1. The catalyst is [Cl-].[Zn+2].[Cl-].O. The product is [F:20][C:17]1[CH:18]=[CH:19][C:14]([CH2:1][CH2:2][CH3:3])=[N:15][CH:16]=1. The yield is 0.300.